This data is from Full USPTO retrosynthesis dataset with 1.9M reactions from patents (1976-2016). The task is: Predict the reactants needed to synthesize the given product. The reactants are: [OH:1][C:2]1[CH:3]=[C:4]([C:9]([C@@H:11]2[C@:20]3([CH3:21])[C@H:15]([C:16]([CH3:23])([CH3:22])[CH2:17][CH2:18][CH2:19]3)[CH2:14][CH:13]([NH:24]C(=O)OC(C)(C)C)[CH:12]2[CH3:32])=[O:10])[CH:5]=[C:6]([CH3:8])[CH:7]=1.[ClH:33].O1CCOCC1. Given the product [ClH:33].[NH2:24][CH:13]1[CH2:14][C@@H:15]2[C@:20]([CH3:21])([CH2:19][CH2:18][CH2:17][C:16]2([CH3:22])[CH3:23])[C@@H:11]([C:9]([C:4]2[CH:3]=[C:2]([OH:1])[CH:7]=[C:6]([CH3:8])[CH:5]=2)=[O:10])[CH:12]1[CH3:32], predict the reactants needed to synthesize it.